This data is from Full USPTO retrosynthesis dataset with 1.9M reactions from patents (1976-2016). The task is: Predict the reactants needed to synthesize the given product. (1) Given the product [N:1]1([C:5]([C:7]2[CH:35]=[CH:34][C:10]([O:11][C:12]3[CH:13]=[C:14]([CH:26]=[C:27]([O:29][C@@H:30]([CH3:33])[CH2:31][OH:32])[CH:28]=3)[C:15]([NH:17][C:18]3[CH:22]=[CH:21][N:20]([CH:23]([CH3:25])[CH3:24])[N:19]=3)=[O:16])=[CH:9][CH:8]=2)=[O:6])[CH2:4][CH2:3][CH2:2]1, predict the reactants needed to synthesize it. The reactants are: [N:1]1([C:5]([C:7]2[CH:35]=[CH:34][C:10]([O:11][C:12]3[CH:13]=[C:14]([CH:26]=[C:27]([O:29][C@@H:30]([CH3:33])[CH2:31][OH:32])[CH:28]=3)[C:15]([NH:17][C:18]3[CH:22]=[CH:21][N:20]([CH:23]([CH3:25])[CH3:24])[N:19]=3)=[O:16])=[C:9](Cl)[CH:8]=2)=[O:6])[CH2:4][CH2:3][CH2:2]1. (2) The reactants are: [F:1][C:2]1[CH:7]=[C:6]([F:8])[CH:5]=[CH:4][C:3]=1[CH:9]1[C:14]([C:15]([O:17][CH2:18][CH3:19])=[O:16])=[C:13]([CH3:20])[NH:12][C:11]([C:21]2[S:22][CH:23]=[N:24][N:25]=2)=[N:10]1.C1C(=O)N([Br:33])C(=O)C1. Given the product [Br:33][CH2:20][C:13]1[NH:12][C:11]([C:21]2[S:22][CH:23]=[N:24][N:25]=2)=[N:10][CH:9]([C:3]2[CH:4]=[CH:5][C:6]([F:8])=[CH:7][C:2]=2[F:1])[C:14]=1[C:15]([O:17][CH2:18][CH3:19])=[O:16], predict the reactants needed to synthesize it. (3) Given the product [F:1][C:2]1[CH:11]=[CH:10][C:5]([C:6]([O:8][CH3:9])=[O:7])=[CH:4][C:3]=1[N:12]([CH2:25][CH2:26][N:27]1[CH2:32][CH2:31][O:30][CH2:29][CH2:28]1)[S:13]([CH3:16])(=[O:15])=[O:14], predict the reactants needed to synthesize it. The reactants are: [F:1][C:2]1[CH:11]=[CH:10][C:5]([C:6]([O:8][CH3:9])=[O:7])=[CH:4][C:3]=1[NH:12][S:13]([CH3:16])(=[O:15])=[O:14].C([O-])([O-])=O.[K+].[K+].Cl.Cl[CH2:25][CH2:26][N:27]1[CH2:32][CH2:31][O:30][CH2:29][CH2:28]1.O. (4) Given the product [Br:1][C:2]1[CH:3]=[CH:4][C:5]([CH:8]2[CH2:9][O:10][C:12](=[O:13])[O:11]2)=[CH:6][CH:7]=1, predict the reactants needed to synthesize it. The reactants are: [Br:1][C:2]1[CH:7]=[CH:6][C:5]([CH:8]([OH:11])[CH2:9][OH:10])=[CH:4][CH:3]=1.[C:12](N1C=CN=C1)(N1C=CN=C1)=[O:13].